Dataset: Reaction yield outcomes from USPTO patents with 853,638 reactions. Task: Predict the reaction yield, written as a fraction of the theoretical maximum amount of product (1.0 means a 100% yield; for example, 0.34 means a 34% yield). (1) The reactants are [C:1]1(=[O:11])[O:6][C:4](=[O:5])[C:3]2=[CH:7][CH:8]=[CH:9][CH:10]=[C:2]12.[NH2:12][C:13]1[N:18]=[CH:17][C:16](/[CH:19]=[CH:20]/[C:21]([N:23]([CH3:35])[CH2:24][C:25]2[N:26]([CH3:34])[C:27]3[C:32]([CH:33]=2)=[CH:31][CH:30]=[CH:29][CH:28]=3)=[O:22])=[CH:15][CH:14]=1.C(=O)(O)[O-].[Na+]. The catalyst is C1COCC1. The product is [C:4]([C:3]1[CH:7]=[CH:8][CH:9]=[CH:10][C:2]=1[C:1]([NH:12][C:13]1[N:18]=[CH:17][C:16](/[CH:19]=[CH:20]/[C:21]([N:23]([CH3:35])[CH2:24][C:25]2[N:26]([CH3:34])[C:27]3[C:32]([CH:33]=2)=[CH:31][CH:30]=[CH:29][CH:28]=3)=[O:22])=[CH:15][CH:14]=1)=[O:11])([OH:6])=[O:5]. The yield is 0.160. (2) The reactants are [CH3:1][O:2][C:3]1[N:8]=[CH:7][C:6]([NH:9][C:10]2[N:15]=[C:14]([C:16]#[C:17][C:18]3[CH:23]=[CH:22][CH:21]=[CH:20][C:19]=3[CH:24]([CH3:28])[C:25]([NH2:27])=[O:26])[C:13]([C:29]([F:32])([F:31])[F:30])=[CH:12][N:11]=2)=[CH:5][CH:4]=1.CO. The catalyst is CCOC(C)=O.[Pd]. The product is [CH3:1][O:2][C:3]1[N:8]=[CH:7][C:6]([NH:9][C:10]2[N:15]=[C:14]([CH2:16][CH2:17][C:18]3[CH:23]=[CH:22][CH:21]=[CH:20][C:19]=3[CH:24]([CH3:28])[C:25]([NH2:27])=[O:26])[C:13]([C:29]([F:31])([F:32])[F:30])=[CH:12][N:11]=2)=[CH:5][CH:4]=1. The yield is 0.630. (3) The reactants are [CH2:1]([O:23][C:24]1[CH:36]=[CH:35][C:34]2[C:33]3[C:28](=[CH:29][CH:30]=[CH:31][CH:32]=3)[C:27](=[O:37])[C:26]=2[CH:25]=1)[CH2:2][CH2:3][CH2:4][CH2:5][CH2:6][CH2:7][CH2:8][CH2:9][CH2:10][CH2:11][CH2:12][CH2:13][CH2:14][CH2:15][CH2:16][CH2:17][CH2:18][CH2:19][CH2:20][CH2:21][CH3:22].[Cl:38][C:39]1[CH:44]=[CH:43][C:42]([Mg]Br)=[CH:41][CH:40]=1.Cl. The catalyst is C1COCC1. The product is [CH2:1]([O:23][C:24]1[CH:36]=[CH:35][C:34]2[C:33]3[C:28](=[CH:29][CH:30]=[CH:31][CH:32]=3)[C:27]([C:42]3[CH:43]=[CH:44][C:39]([Cl:38])=[CH:40][CH:41]=3)([OH:37])[C:26]=2[CH:25]=1)[CH2:2][CH2:3][CH2:4][CH2:5][CH2:6][CH2:7][CH2:8][CH2:9][CH2:10][CH2:11][CH2:12][CH2:13][CH2:14][CH2:15][CH2:16][CH2:17][CH2:18][CH2:19][CH2:20][CH2:21][CH3:22]. The yield is 0.880. (4) The reactants are Br[C:2]([CH3:13])([C:8]([O:10][CH2:11][CH3:12])=[O:9])[C:3]([O:5][CH2:6][CH3:7])=[O:4].[F-].[K+].[N+:16]([C:19]1[CH:20]=[C:21]([OH:25])[CH:22]=[CH:23][CH:24]=1)([O-:18])=[O:17]. The catalyst is CN(C=O)C.O. The product is [CH3:13][C:2]([O:25][C:21]1[CH:22]=[CH:23][CH:24]=[C:19]([N+:16]([O-:18])=[O:17])[CH:20]=1)([C:8]([O:10][CH2:11][CH3:12])=[O:9])[C:3]([O:5][CH2:6][CH3:7])=[O:4]. The yield is 0.800. (5) The reactants are [NH2:1][CH2:2][C:3]1[C:4]([F:10])=[C:5]([NH2:9])[CH:6]=[CH:7][CH:8]=1.N1C=CN=C1.[N:16]1[CH:21]=[CH:20][CH:19]=[N:18][C:17]=1[O:22][C:23]1[CH:24]=[C:25]([C:32](O)=[O:33])[C:26](=[CH:30][CH:31]=1)[C:27](O)=[O:28].O. The catalyst is CN(C=O)C.C(OCC)(=O)C. The product is [NH2:9][C:5]1[C:4]([F:10])=[C:3]([CH:8]=[CH:7][CH:6]=1)[CH2:2][N:1]1[C:32](=[O:33])[C:25]2[C:26](=[CH:30][CH:31]=[C:23]([O:22][C:17]3[N:18]=[CH:19][CH:20]=[CH:21][N:16]=3)[CH:24]=2)[C:27]1=[O:28]. The yield is 0.100. (6) The yield is 0.540. The product is [NH:37]1[C:41]2[CH:42]=[CH:43][CH:44]=[CH:45][C:40]=2[N:39]=[C:38]1[CH2:46][N:47]([CH:52]1[C:61]2[N:60]=[CH:59][CH:58]=[CH:57][C:56]=2[CH2:55][CH2:54][CH2:53]1)[CH2:48][CH2:49][CH2:50][NH:51][C:11]([C:1]1[N:2]=[CH:3][C:27]2[C:26]([CH:10]=1)=[CH:25][CH:24]=[CH:23][CH:28]=2)=[O:12]. The reactants are [C:1]1([C:11](O)=[O:12])[C:10]2C(=CC=CC=2)C=[CH:3][N:2]=1.C(N(CC)C(C)C)(C)C.[CH:23]1[CH:24]=[CH:25][C:26]2N(O)N=N[C:27]=2[CH:28]=1.C(Cl)CCl.[NH:37]1[C:41]2[CH:42]=[CH:43][CH:44]=[CH:45][C:40]=2[N:39]=[C:38]1[CH2:46][N:47]([CH:52]1[C:61]2[N:60]=[CH:59][CH:58]=[CH:57][C:56]=2[CH2:55][CH2:54][CH2:53]1)[CH2:48][CH2:49][CH2:50][NH2:51]. The catalyst is CN(C=O)C.CCOC(C)=O.[Cl-].[Na+].O.O. (7) The reactants are [CH2:1]([C:3]1[CH:8]=[CH:7][C:6]([C:9](=[O:32])[CH2:10][N:11]2[CH2:16][CH2:15][CH:14]([N:17]3[C:21]4[CH:22]=[C:23]([F:30])[C:24]([C:26]([NH:28][CH3:29])=[O:27])=[CH:25][C:20]=4[NH:19][C:18]3=[O:31])[CH2:13][CH2:12]2)=[CH:5][CH:4]=1)[CH3:2].[BH4-].[Na+].O. The catalyst is C(O)C. The product is [CH2:1]([C:3]1[CH:8]=[CH:7][C:6]([CH:9]([OH:32])[CH2:10][N:11]2[CH2:12][CH2:13][CH:14]([N:17]3[C:21]4[CH:22]=[C:23]([F:30])[C:24]([C:26]([NH:28][CH3:29])=[O:27])=[CH:25][C:20]=4[NH:19][C:18]3=[O:31])[CH2:15][CH2:16]2)=[CH:5][CH:4]=1)[CH3:2]. The yield is 0.780.